Dataset: Peptide-MHC class II binding affinity with 134,281 pairs from IEDB. Task: Regression. Given a peptide amino acid sequence and an MHC pseudo amino acid sequence, predict their binding affinity value. This is MHC class II binding data. (1) The peptide sequence is IVYIKPAKNIYSFNE. The MHC is DRB1_1201 with pseudo-sequence DRB1_1201. The binding affinity (normalized) is 0.650. (2) The peptide sequence is YKKFLANVSTVLTGK. The MHC is DRB1_1001 with pseudo-sequence DRB1_1001. The binding affinity (normalized) is 0.756. (3) The peptide sequence is IMRIKKLTITGKGTL. The MHC is DRB1_0405 with pseudo-sequence DRB1_0405. The binding affinity (normalized) is 0.279. (4) The peptide sequence is NLPLQLGFSTGVNLV. The MHC is DRB5_0101 with pseudo-sequence DRB5_0101. The binding affinity (normalized) is 0.449. (5) The peptide sequence is QWHKEGSSIGKLFTQ. The MHC is DRB1_0701 with pseudo-sequence DRB1_0701. The binding affinity (normalized) is 0.366.